From a dataset of Peptide-MHC class I binding affinity with 185,985 pairs from IEDB/IMGT. Regression. Given a peptide amino acid sequence and an MHC pseudo amino acid sequence, predict their binding affinity value. This is MHC class I binding data. (1) The peptide sequence is HPVHAGPIA. The MHC is HLA-B42:01 with pseudo-sequence HLA-B42:01. The binding affinity (normalized) is 0.723. (2) The peptide sequence is VLGSWPVDL. The MHC is HLA-A02:06 with pseudo-sequence HLA-A02:06. The binding affinity (normalized) is 0.278. (3) The peptide sequence is IEILNTIQF. The MHC is HLA-B15:01 with pseudo-sequence HLA-B15:01. The binding affinity (normalized) is 0. (4) The peptide sequence is VPVWKEATTT. The binding affinity (normalized) is 0. The MHC is HLA-A02:03 with pseudo-sequence HLA-A02:03. (5) The peptide sequence is KRMMVRHCL. The MHC is HLA-A02:06 with pseudo-sequence HLA-A02:06. The binding affinity (normalized) is 0.389. (6) The peptide sequence is YIVVGVILL. The MHC is Mamu-A2201 with pseudo-sequence Mamu-A2201. The binding affinity (normalized) is 0.117.